From a dataset of Experimentally validated miRNA-target interactions with 360,000+ pairs, plus equal number of negative samples. Binary Classification. Given a miRNA mature sequence and a target amino acid sequence, predict their likelihood of interaction. (1) The miRNA is rno-miR-151-5p with sequence UCGAGGAGCUCACAGUCUAGU. The protein sequence of the target gene is MGHLLSKEPRNRPSQKRPRCCSWCRRRRPLLRLPRRALAKASPQPAAPRSRDCFFRGPCMLCFIVHSPGAPASAGLEEEPPLSPPPPPPRDGAYAAVSSQHLARRYAALAAEDCAAAARRFLLSSAAAAAAAASSPASCCKELGLAAAAAWEQQGRSLFLAGVGPVRFLGPLAAVQLFRAPPAPPPQAEPATALEMVCKRKGAGVPACTPCKQPRCGCGGCGGGGGGGGGPAGGGASPPRPPDAGCCQAPEQPPPPLCPAPASPASECAPIVAAAGDTVRAGGTAPSSAQQQPESGDADC.... Result: 0 (no interaction). (2) The miRNA is mmu-miR-181b-5p with sequence AACAUUCAUUGCUGUCGGUGGGUU. The protein sequence of the target gene is MQTTKALLISPALIRSCTRGLIRPVSASLLSRPEAPSKQPSCSSSPLQVARREFQTSVISRDIDTAAKFIGAGAATVGVAGSGAGIGTVFGSLIIGYARNPSLKQQLFSYAILGFALSEAMGLFCLMVAFLILFAM. Result: 1 (interaction). (3) The miRNA is hsa-miR-7158-5p with sequence GGCUCAAUCUCUGGUCCUGCAGCC. The protein sequence of the target gene is MGNQLDRITHLNYSELPTGDPSGIEKDELRVGVAYFFSDDEEDLDERGQPDKFGVKAPPGCTPCPESPSRHHHHLLHQLVLNETQFSAFRGQECIFSKVSGGPQGADLSVYAVTALPALCEPGDLLELLWLQPAPEPPAPAPHWAVYVGGGQIIHLHQGEIRQDSLYEAGAANVGRVVNSWYRYRPLVAELVVQNACGHLGLKSEEICWTNSESFAAWCRFGKREFKAGGEVPAGTQPPQQQYYLKVHLGENKVHTARFHSLEDLIREKRRIDASGRLRVLQELADLVDDKE. Result: 0 (no interaction). (4) The miRNA is hsa-miR-5581-5p with sequence AGCCUUCCAGGAGAAAUGGAGA. The protein sequence of the target gene is MGSSEVSIIPGLQKEEKAAVERRRLHVLKALKKLRIEADEAPVVAVLGSGGGLRAHIACLGVLSEMKEQGLLDAVTYLAGVSGSTWAISSLYTNDGDMEALEADLKHRFTRQEWDLAKSLQKTIQAARSENYSLTDFWAYMVISKQTRELPESHLSNMKKPVEEGTLPYPIFAAIDNDLQPSWQEARAPETWFEFTPHHAGFSALGAFVSITHFGSKFKKGRLVRTHPERDLTFLRGLWGSALGNTEVIREYIFDQLRNLTLKGLWRRAVANAKSIGHLIFARLLRLQESSQGEHPPPED.... Result: 0 (no interaction). (5) Result: 1 (interaction). The protein sequence of the target gene is MIEVLTTTDSQKLLHQLNALLEQESRCQPKVCGLRLIESAHDNGLRMTARLRDFEVKDLLSLTQFFGFDTETFSLAVNLLDRFLSKMKVQPKHLGCVGLSCFYLAVKSIEEERNVPLATDLIRISQYRFTVSDLMRMEKIVLEKVCWKVKATTAFQFLQLYYSLLQENLPLERRNSINFERLEAQLKACHCRIIFSKAKPSVLALSIIALEIQAQKCVELTEGIECLQKHSKINGRDLTFWQELVSKCLTEYSSNKCSKPNVQKLKWIVSGRTARQLKHSYYRITHLPTIPEMVP. The miRNA is hsa-miR-523-5p with sequence CUCUAGAGGGAAGCGCUUUCUG. (6) The miRNA is hsa-miR-5704 with sequence UUAGGCCAUCAUCCCAUUAUGC. The protein sequence of the target gene is MILLVNLFVLLSVVCVLLNLAGFILGCQGAQFVSSVPRCDLVDLGEGKICFCCEEFQPAKCTDKENALKLFPVQPCSAVHLLLKKVLFALCALNALTTTVCLVAAALRYLQIFATRRSCIDESQISAEEAEDHGRIPDPDDFVPPVPPPSYFATFYSCTPRMNRRMVGPDVIPLPHIYGARIKGVEVFCPLDPPPPYEAVVSQMDQEQGSSFQMSEGSEAAVIPLDLGCTQVTQDGDIPNIPAEENASTSTPSSTLVRPIRSRRALPPLRTRSKSDPVLHPSEERAAPVLSCEAATQTER.... Result: 0 (no interaction).